Predict the reactants needed to synthesize the given product. From a dataset of Full USPTO retrosynthesis dataset with 1.9M reactions from patents (1976-2016). (1) Given the product [Br:12][C:8]1[CH:9]=[C:5]([C:3](=[O:4])[C:2]([Cl:1])([Cl:10])[Cl:11])[NH:6][CH:7]=1, predict the reactants needed to synthesize it. The reactants are: [Cl:1][C:2]([Cl:11])([Cl:10])[C:3]([C:5]1[NH:6][CH:7]=[CH:8][CH:9]=1)=[O:4].[Br:12]Br.O. (2) Given the product [N:10]1([C:2]2[C:7]([N:10]3[CH2:15][CH2:14][CH2:13][CH2:12][CH2:11]3)=[CH:6][N:5]=[N:4][C:3]=2[OH:9])[CH2:15][CH2:14][CH2:13][CH2:12][CH2:11]1, predict the reactants needed to synthesize it. The reactants are: Cl[C:2]1[C:7](Cl)=[CH:6][N:5]=[N:4][C:3]=1[OH:9].[NH:10]1[CH2:15][CH2:14][CH2:13][CH2:12][CH2:11]1. (3) Given the product [CH3:63][C:62]1([CH3:64])[C:58]([CH3:57])=[CH:59][CH2:60][CH:61]1[CH2:65][CH:66]=[CH:46][CH2:47][CH2:48][C:49]#[N:50], predict the reactants needed to synthesize it. The reactants are: [Cl-].C(CCC[P+](C1C=CC=CC=1)(C1C=CC=CC=1)C1C=CC=CC=1)#N.C1(P(C2C=CC=CC=2)C2C=CC=CC=2)C=CC=CC=1.Cl[CH2:46][CH2:47][CH2:48][C:49]#[N:50].C(=O)([O-])[O-].[K+].[K+].[CH3:57][C:58]1[C:62]([CH3:64])([CH3:63])[C@H:61]([CH2:65][CH:66]=O)[CH2:60][CH:59]=1.C(O)(=O)C1C=CC=CC=1.